Dataset: Forward reaction prediction with 1.9M reactions from USPTO patents (1976-2016). Task: Predict the product of the given reaction. (1) Given the reactants [CH3:1][CH:2]([CH3:19])[CH2:3][NH:4][C:5]1[C:14]2[C:9](=[CH:10][CH:11]=[CH:12][CH:13]=2)[N:8]2[N:15]=[N:16][N:17]=[C:7]2[C:6]=1[NH2:18].[C:20](OC(OCC)OCC)(=O)C.[OH-].[Na+], predict the reaction product. The product is: [CH3:1][CH:2]([CH3:19])[CH2:3][N:4]1[C:5]2[C:14]3[C:9](=[CH:10][CH:11]=[CH:12][CH:13]=3)[N:8]3[N:15]=[N:16][N:17]=[C:7]3[C:6]=2[N:18]=[CH:20]1. (2) Given the reactants Cl[CH2:2][CH2:3][CH2:4][CH2:5][CH2:6][N:7]1[C:15]2[C:10](=[CH:11][CH:12]=[CH:13][CH:14]=2)[CH:9]=[CH:8]1.[NH:16]1[CH2:21][CH2:20][CH:19]([C:22]2[CH:27]=[CH:26][C:25]([NH:28][C:29](=[O:32])[CH2:30][CH3:31])=[CH:24][CH:23]=2)[CH2:18][CH2:17]1, predict the reaction product. The product is: [N:7]1([CH2:6][CH2:5][CH2:4][CH2:3][CH2:2][N:16]2[CH2:21][CH2:20][CH:19]([C:22]3[CH:27]=[CH:26][C:25]([NH:28][C:29](=[O:32])[CH2:30][CH3:31])=[CH:24][CH:23]=3)[CH2:18][CH2:17]2)[C:15]2[C:10](=[CH:11][CH:12]=[CH:13][CH:14]=2)[CH:9]=[CH:8]1. (3) Given the reactants [Br:1][C:2]1[CH:3]=[C:4]([C:11]([OH:13])=[O:12])[C:5]2[O:9][CH2:8][CH2:7][C:6]=2[CH:10]=1.[CH3:14][CH2:15]O, predict the reaction product. The product is: [Br:1][C:2]1[CH:3]=[C:4]([C:11]([O:13][CH2:14][CH3:15])=[O:12])[C:5]2[O:9][CH2:8][CH2:7][C:6]=2[CH:10]=1.